This data is from Reaction yield outcomes from USPTO patents with 853,638 reactions. The task is: Predict the reaction yield, written as a fraction of the theoretical maximum amount of product (1.0 means a 100% yield; for example, 0.34 means a 34% yield). (1) The reactants are B(Cl)(Cl)Cl.[CH3:5][O:6][C:7]1[CH:12]=[CH:11][C:10]([CH2:13][C:14]2[CH:19]=[CH:18][CH:17]=[CH:16][C:15]=2[O:20][C@H:21]2[C@H:26]([O:27]CC3C=CC=CC=3)[C@@H:25]([O:35]CC3C=CC=CC=3)[C@H:24]([O:43]CC3C=CC=CC=3)[C:23]([CH2:51][O:52]CC3C=CC=CC=3)=[CH:22]2)=[CH:9][CH:8]=1.CO. The catalyst is C(Cl)Cl. The product is [OH:52][CH2:51][C:23]1[C@@H:24]([OH:43])[C@H:25]([OH:35])[C@@H:26]([OH:27])[C@H:21]([O:20][C:15]2[CH:16]=[CH:17][CH:18]=[CH:19][C:14]=2[CH2:13][C:10]2[CH:9]=[CH:8][C:7]([O:6][CH3:5])=[CH:12][CH:11]=2)[CH:22]=1. The yield is 0.240. (2) The reactants are [OH:1][C:2]1[CH:11]=[CH:10][C:5]2[C:6](=[O:9])[CH2:7][O:8][C:4]=2[C:3]=1[CH2:12][N:13]1[CH2:18][CH2:17][O:16][CH2:15][CH2:14]1.[NH:19]1[C:27]2[C:22](=[CH:23][CH:24]=[CH:25][CH:26]=2)[C:21]([CH:28]=O)=[N:20]1.N1CCCCC1. The catalyst is CO. The product is [NH:19]1[C:27]2[C:22](=[CH:23][CH:24]=[CH:25][CH:26]=2)[C:21](/[CH:28]=[C:7]2\[O:8][C:4]3[C:3]([CH2:12][N:13]4[CH2:18][CH2:17][O:16][CH2:15][CH2:14]4)=[C:2]([OH:1])[CH:11]=[CH:10][C:5]=3[C:6]\2=[O:9])=[N:20]1. The yield is 0.630. (3) The reactants are [C:1]([O:4][CH2:5][C:6]1[CH:11]=[C:10]([N:12]([C:23]([O:25][C:26]([CH3:29])([CH3:28])[CH3:27])=[O:24])[C:13]2[CH:18]=[CH:17][C:16]([C:19]#[N:20])=[C:15]([O:21][CH3:22])[N:14]=2)[CH:9]=[CH:8][C:7]=1Br)(=[O:3])[CH3:2].C([O-])(=O)C.[K+].[B:36]1([B:36]2[O:40][C:39]([CH3:42])([CH3:41])[C:38]([CH3:44])([CH3:43])[O:37]2)[O:40][C:39]([CH3:42])([CH3:41])[C:38]([CH3:44])([CH3:43])[O:37]1. The catalyst is O1CCOCC1.C1(P(C2C=CC=CC=2)[C-]2C=CC=C2)C=CC=CC=1.[C-]1(P(C2C=CC=CC=2)C2C=CC=CC=2)C=CC=C1.[Fe+2].Cl[Pd]Cl. The product is [C:1]([O:4][CH2:5][C:6]1[CH:11]=[C:10]([N:12]([C:23]([O:25][C:26]([CH3:29])([CH3:28])[CH3:27])=[O:24])[C:13]2[CH:18]=[CH:17][C:16]([C:19]#[N:20])=[C:15]([O:21][CH3:22])[N:14]=2)[CH:9]=[CH:8][C:7]=1[B:36]1[O:40][C:39]([CH3:42])([CH3:41])[C:38]([CH3:44])([CH3:43])[O:37]1)(=[O:3])[CH3:2]. The yield is 0.910. (4) The reactants are [SH:1][C:2]1[CH:10]=[CH:9][C:5]([C:6]([OH:8])=[O:7])=[CH:4][CH:3]=1.[OH-].[K+].Cl[CH:14]([OH:16])[CH3:15]. The catalyst is CO. The product is [OH:16][CH2:14][CH2:15][S:1][C:2]1[CH:10]=[CH:9][C:5]([C:6]([OH:8])=[O:7])=[CH:4][CH:3]=1. The yield is 0.620. (5) The reactants are [NH2:1][CH2:2][C@@H:3]([NH:23][C:24](=[O:36])[C:25]1[CH:30]=[CH:29][C:28]([O:31][CH:32]([CH3:34])[CH3:33])=[C:27]([Cl:35])[CH:26]=1)[CH2:4][C:5]1[CH:10]=[CH:9][C:8]([C:11]2[N:12]=[C:13]3[C:18]([CH:19]([OH:21])[CH3:20])=[CH:17][CH:16]=[CH:15][N:14]3[CH:22]=2)=[CH:7][CH:6]=1.CCN=C=NCCCN(C)C.C(N(CC)C(C)C)(C)C.[CH3:57][N:58]([CH3:63])[CH2:59][C:60](O)=[O:61]. The catalyst is C(Cl)Cl.O. The product is [Cl:35][C:27]1[CH:26]=[C:25]([CH:30]=[CH:29][C:28]=1[O:31][CH:32]([CH3:33])[CH3:34])[C:24]([NH:23][C@@H:3]([CH2:4][C:5]1[CH:10]=[CH:9][C:8]([C:11]2[N:12]=[C:13]3[C:18]([CH:19]([OH:21])[CH3:20])=[CH:17][CH:16]=[CH:15][N:14]3[CH:22]=2)=[CH:7][CH:6]=1)[CH2:2][NH:1][C:60](=[O:61])[CH2:59][N:58]([CH3:63])[CH3:57])=[O:36]. The yield is 0.480.